From a dataset of Forward reaction prediction with 1.9M reactions from USPTO patents (1976-2016). Predict the product of the given reaction. The product is: [O:11]1[C:15]2=[CH:16][N:17]=[C:18]([CH:20]=[O:21])[CH:19]=[C:14]2[CH:13]=[CH:12]1. Given the reactants C(Cl)(=O)C(Cl)=O.CS(C)=O.[O:11]1[C:15]2=[CH:16][N:17]=[C:18]([CH2:20][OH:21])[CH:19]=[C:14]2[CH:13]=[CH:12]1, predict the reaction product.